From a dataset of Forward reaction prediction with 1.9M reactions from USPTO patents (1976-2016). Predict the product of the given reaction. (1) Given the reactants [Cl:1][C:2]1[CH:3]=[CH:4][C:5]([C:31]#[N:32])=[C:6]([C:8]2[C:13]([O:14][CH3:15])=[CH:12][N:11]([CH:16]([CH2:24][C:25]3([CH3:29])[CH2:28][O:27][CH2:26]3)[C:17]([O:19]C(C)(C)C)=[O:18])[C:10](=[O:30])[CH:9]=2)[CH:7]=1.C(O)C.[OH-].[Li+].Cl, predict the reaction product. The product is: [Cl:1][C:2]1[CH:3]=[CH:4][C:5]([C:31]#[N:32])=[C:6]([C:8]2[C:13]([O:14][CH3:15])=[CH:12][N:11]([CH:16]([CH2:24][C:25]3([CH3:29])[CH2:28][O:27][CH2:26]3)[C:17]([OH:19])=[O:18])[C:10](=[O:30])[CH:9]=2)[CH:7]=1. (2) Given the reactants [CH3:1][O:2][C:3]1[CH:4]=[C:5]([CH2:10][OH:11])[CH:6]=[C:7]([CH3:9])[CH:8]=1.I(C1C=CC=CC=1C(O)=O)(=O)=O.C(OCC)(=O)C.O, predict the reaction product. The product is: [CH3:1][O:2][C:3]1[CH:4]=[C:5]([CH:6]=[C:7]([CH3:9])[CH:8]=1)[CH:10]=[O:11]. (3) The product is: [Cl:26][C:11]1[C:10]2[C:15](=[CH:16][C:7]([C:6]3[C:2]([CH3:1])=[N:3][O:4][C:5]=3[CH3:23])=[C:8]([O:21][CH3:22])[CH:9]=2)[N:14]=[CH:13][C:12]=1[N+:17]([O-:19])=[O:18]. Given the reactants [CH3:1][C:2]1[C:6]([C:7]2[CH:16]=[C:15]3[C:10]([C:11](O)=[C:12]([N+:17]([O-:19])=[O:18])[CH:13]=[N:14]3)=[CH:9][C:8]=2[O:21][CH3:22])=[C:5]([CH3:23])[O:4][N:3]=1.O=P(Cl)(Cl)[Cl:26], predict the reaction product. (4) Given the reactants Cl.[CH2:2]([C:6]1[CH:11]=[CH:10][C:9]([C:12]#[C:13][C:14]2[CH:34]=[CH:33][C:17]([CH2:18][NH:19][C:20]3[CH:32]=[CH:31][C:23]4[O:24][C:25]([CH3:30])([CH3:29])[O:26][C:27](=[O:28])[C:22]=4[CH:21]=3)=[CH:16][CH:15]=2)=[CH:8][CH:7]=1)[CH2:3][CH2:4][CH3:5].[C:35]([C:39]1[CH:47]=[CH:46][C:42]([C:43](Cl)=[O:44])=[CH:41][CH:40]=1)([CH3:38])([CH3:37])[CH3:36], predict the reaction product. The product is: [C:35]([C:39]1[CH:40]=[CH:41][C:42]([C:43]([N:19]([CH2:18][C:17]2[CH:33]=[CH:34][C:14]([C:13]#[C:12][C:9]3[CH:8]=[CH:7][C:6]([CH2:2][CH2:3][CH2:4][CH3:5])=[CH:11][CH:10]=3)=[CH:15][CH:16]=2)[C:20]2[CH:32]=[CH:31][C:23]3[O:24][C:25]([CH3:30])([CH3:29])[O:26][C:27](=[O:28])[C:22]=3[CH:21]=2)=[O:44])=[CH:46][CH:47]=1)([CH3:38])([CH3:36])[CH3:37]. (5) Given the reactants [NH2:1][CH2:2][CH:3]1[CH2:8][CH2:7][N:6]([C:9]([O:11][CH2:12][C:13]2[CH:18]=[CH:17][CH:16]=[CH:15][CH:14]=2)=[O:10])[CH2:5][CH2:4]1.[Br:19][C:20]1[CH:21]=[N:22][CH:23]=[CH:24][C:25]=1Br, predict the reaction product. The product is: [CH2:12]([O:11][C:9]([N:6]1[CH2:7][CH2:8][CH:3]([CH2:2][NH:1][C:25]2[CH:24]=[CH:23][N:22]=[CH:21][C:20]=2[Br:19])[CH2:4][CH2:5]1)=[O:10])[C:13]1[CH:14]=[CH:15][CH:16]=[CH:17][CH:18]=1.